From a dataset of Reaction yield outcomes from USPTO patents with 853,638 reactions. Predict the reaction yield, written as a fraction of the theoretical maximum amount of product (1.0 means a 100% yield; for example, 0.34 means a 34% yield). The reactants are O.[CH3:2][C:3]1[C:7]([C:8]2[CH:17]=[C:16]3[C:11]([C:12]([NH:21][CH2:22][C:23]4[CH:28]=[CH:27][CH:26]=[CH:25][N:24]=4)=[C:13]([N+:18]([O-])=O)[CH:14]=[N:15]3)=[CH:10][C:9]=2[O:29][CH3:30])=[C:6]([CH3:31])[O:5][N:4]=1.[H][H]. The catalyst is [Pd].C(OCC)(=O)C.C(O)C. The product is [CH3:2][C:3]1[C:7]([C:8]2[CH:17]=[C:16]3[C:11]([C:12]([NH:21][CH2:22][C:23]4[CH:28]=[CH:27][CH:26]=[CH:25][N:24]=4)=[C:13]([NH2:18])[CH:14]=[N:15]3)=[CH:10][C:9]=2[O:29][CH3:30])=[C:6]([CH3:31])[O:5][N:4]=1. The yield is 0.890.